Dataset: Reaction yield outcomes from USPTO patents with 853,638 reactions. Task: Predict the reaction yield, written as a fraction of the theoretical maximum amount of product (1.0 means a 100% yield; for example, 0.34 means a 34% yield). (1) The reactants are [Br:1][C:2]1[CH:7]=[CH:6][C:5]([NH:8][C:9]2[C:10]([C:17](O)=[O:18])=[CH:11][N:12]([CH3:16])[C:13](=[O:15])[CH:14]=2)=[C:4]([F:20])[CH:3]=1.CC[N:23]=C=NCCCN(C)C.C1C=CC2N(O)N=NC=2C=1.[NH4+].[Cl-].CCN(CC)CC. The catalyst is CN(C=O)C.CCOC(C)=O. The product is [Br:1][C:2]1[CH:7]=[CH:6][C:5]([NH:8][C:9]2[C:10]([C:17]([NH2:23])=[O:18])=[CH:11][N:12]([CH3:16])[C:13](=[O:15])[CH:14]=2)=[C:4]([F:20])[CH:3]=1. The yield is 0.760. (2) The reactants are C(OC([N:8]1[CH2:12][CH2:11][C:10]([C:15]2[CH:20]=[C:19]([F:21])[CH:18]=[C:17]([Cl:22])[CH:16]=2)([O:13][CH3:14])[CH2:9]1)=O)(C)(C)C.FC(F)(F)C(O)=O. The catalyst is C(Cl)Cl. The product is [Cl:22][C:17]1[CH:16]=[C:15]([C:10]2([O:13][CH3:14])[CH2:11][CH2:12][NH:8][CH2:9]2)[CH:20]=[C:19]([F:21])[CH:18]=1. The yield is 0.770. (3) The reactants are [Cl:1][C:2]1[CH:3]=[CH:4][C:5]([O:26][CH2:27][CH:28]([CH3:30])[CH3:29])=[C:6]([CH2:8][N:9]2[C:13]([CH3:14])=[CH:12][C:11]([C:15]([NH:17][C:18]3[CH:23]=[CH:22][C:21]([CH:24]=O)=[CH:20][N:19]=3)=[O:16])=[N:10]2)[CH:7]=1.[CH3:31][NH2:32].[BH-](OC(C)=O)(OC(C)=O)OC(C)=O.[Na+].C(O)(=O)C. The catalyst is C(Cl)Cl. The product is [Cl:1][C:2]1[CH:3]=[CH:4][C:5]([O:26][CH2:27][CH:28]([CH3:30])[CH3:29])=[C:6]([CH2:8][N:9]2[C:13]([CH3:14])=[CH:12][C:11]([C:15]([NH:17][C:18]3[CH:23]=[CH:22][C:21]([CH2:24][NH:32][CH3:31])=[CH:20][N:19]=3)=[O:16])=[N:10]2)[CH:7]=1. The yield is 0.490. (4) The reactants are [F:1][C:2]1[C:11]([O:12][CH3:13])=[CH:10][CH:9]=[C:8]2[C:3]=1[C:4]([CH2:15][OH:16])=[C:5]([OH:14])[CH:6]=[N:7]2.C(OCC)(=O)C.CCCCCC. The catalyst is CC(C)=O.[O-2].[O-2].[Mn+4]. The product is [F:1][C:2]1[C:11]([O:12][CH3:13])=[CH:10][CH:9]=[C:8]2[C:3]=1[C:4]([CH:15]=[O:16])=[C:5]([OH:14])[CH:6]=[N:7]2. The yield is 0.420.